From a dataset of Reaction yield outcomes from USPTO patents with 853,638 reactions. Predict the reaction yield, written as a fraction of the theoretical maximum amount of product (1.0 means a 100% yield; for example, 0.34 means a 34% yield). (1) The product is [CH3:1][O:2][C:3]([C:5]1[CH2:9][CH2:8][CH:7]([C:15]#[N:17])[C:6]=1[C:11]([O:13][CH3:14])=[O:12])=[O:4]. The yield is 0.250. The reactants are [CH3:1][O:2][C:3]([C:5]1[CH2:9][CH2:8][CH:7](Br)[C:6]=1[C:11]([O:13][CH3:14])=[O:12])=[O:4].[C:15](#[N:17])C. The catalyst is [C-]#N.C([N+](CC)(CC)CC)C. (2) The reactants are [C:1]12([C:11]([C:14]3[CH:19]=[CH:18][C:17]([O:20][CH2:21][C:22]4[CH:27]=[CH:26][CH:25]=[CH:24][CH:23]=4)=[CH:16][C:15]=3F)=[N:12][OH:13])[CH2:10][CH:5]3[CH2:6][CH:7]([CH2:9][CH:3]([CH2:4]3)[CH2:2]1)[CH2:8]2.N#N.[H-].[Na+].O. The catalyst is CN(C=O)C. The product is [C:1]12([C:11]3[C:14]4[CH:19]=[CH:18][C:17]([O:20][CH2:21][C:22]5[CH:27]=[CH:26][CH:25]=[CH:24][CH:23]=5)=[CH:16][C:15]=4[O:13][N:12]=3)[CH2:10][CH:5]3[CH2:6][CH:7]([CH2:9][CH:3]([CH2:4]3)[CH2:2]1)[CH2:8]2. The yield is 0.950. (3) The reactants are [F:1][C:2]([F:13])([F:12])[C:3]1[CH:11]=[CH:10][C:6]([C:7]([OH:9])=O)=[CH:5][CH:4]=1.CN1CCOCC1.[NH2:21][C:22]1[CH:23]=[CH:24][C:25]([Cl:31])=[C:26]([CH:30]=1)[C:27]([OH:29])=[O:28].C([O-])(O)=O.[Na+]. The catalyst is C(Cl)Cl. The product is [F:12][C:2]([F:1])([F:13])[C:3]1[CH:4]=[CH:5][C:6]([C:7]([NH:21][C:22]2[CH:23]=[CH:24][C:25]([Cl:31])=[C:26]([CH:30]=2)[C:27]([OH:29])=[O:28])=[O:9])=[CH:10][CH:11]=1. The yield is 0.880. (4) The reactants are [Br:1][C:2]1[CH:7]=[CH:6][C:5]([CH:8]([CH3:12])[C:9](O)=[O:10])=[CH:4][CH:3]=1.B. The catalyst is O1CCCC1. The product is [Br:1][C:2]1[CH:3]=[CH:4][C:5]([CH:8]([CH3:12])[CH2:9][OH:10])=[CH:6][CH:7]=1. The yield is 0.960. (5) The reactants are Cl[C:2]1[NH:6][C:5]2[CH:7]=[CH:8][CH:9]=[CH:10][C:4]=2[N:3]=1.[CH3:11][NH2:12].CCO. The catalyst is CC(C)=O. The product is [CH3:11][NH:12][C:2]1[NH:6][C:5]2[CH:7]=[CH:8][CH:9]=[CH:10][C:4]=2[N:3]=1. The yield is 0.510. (6) The reactants are [CH3:1][O:2][C:3]([C:5]1[CH:14]=[C:13]([OH:15])[C:12]2[C:7](=[C:8]([O:16][CH2:17][C:18]3[CH:23]=[CH:22][CH:21]=[CH:20][CH:19]=3)[CH:9]=[CH:10][CH:11]=2)[N:6]=1)=[O:4].N1C=CC=CC=1.[S:30](O[S:30]([C:33]([F:36])([F:35])[F:34])(=[O:32])=[O:31])([C:33]([F:36])([F:35])[F:34])(=[O:32])=[O:31].[NH4+].[Cl-]. The catalyst is ClCCl. The product is [CH3:1][O:2][C:3]([C:5]1[CH:14]=[C:13]([O:15][S:30]([C:33]([F:36])([F:35])[F:34])(=[O:32])=[O:31])[C:12]2[C:7](=[C:8]([O:16][CH2:17][C:18]3[CH:23]=[CH:22][CH:21]=[CH:20][CH:19]=3)[CH:9]=[CH:10][CH:11]=2)[N:6]=1)=[O:4]. The yield is 0.730.